This data is from Catalyst prediction with 721,799 reactions and 888 catalyst types from USPTO. The task is: Predict which catalyst facilitates the given reaction. (1) Reactant: [CH2:1]([O:8][C:9]1[CH:14]=[CH:13][CH:12]=[CH:11][C:10]=1[C:15]1[C:16]([C:20]#[N:21])=[CH:17][NH:18][CH:19]=1)[C:2]1[CH:7]=[CH:6][CH:5]=[CH:4][CH:3]=1.[CH2:22]([O:24][C:25](=[O:37])[C:26]1[CH:31]=[CH:30][C:29](F)=[CH:28][C:27]=1[O:33][CH2:34][O:35][CH3:36])[CH3:23].C(=O)([O-])[O-].[Cs+].[Cs+].O. Product: [CH2:22]([O:24][C:25](=[O:37])[C:26]1[CH:31]=[CH:30][C:29]([N:18]2[CH:19]=[C:15]([C:10]3[CH:11]=[CH:12][CH:13]=[CH:14][C:9]=3[O:8][CH2:1][C:2]3[CH:7]=[CH:6][CH:5]=[CH:4][CH:3]=3)[C:16]([C:20]#[N:21])=[CH:17]2)=[CH:28][C:27]=1[O:33][CH2:34][O:35][CH3:36])[CH3:23]. The catalyst class is: 9. (2) Reactant: C([O:8][C:9]1[CH:14]=[CH:13][C:12]([CH2:15][CH2:16][NH:17][C:18](=[O:32])[C:19]([C:25]2[CH:30]=[CH:29][C:28]([CH3:31])=[CH:27][CH:26]=2)=[CH:20][O:21][CH:22]([F:24])[F:23])=[CH:11][C:10]=1[O:33][CH3:34])C1C=CC=CC=1.Br. The catalyst class is: 15. Product: [F:23][CH:22]([F:24])[O:21][CH:20]=[C:19]([C:25]1[CH:30]=[CH:29][C:28]([CH3:31])=[CH:27][CH:26]=1)[C:18]([NH:17][CH2:16][CH2:15][C:12]1[CH:13]=[CH:14][C:9]([OH:8])=[C:10]([O:33][CH3:34])[CH:11]=1)=[O:32]. (3) Reactant: C[CH2:2][N:3]=[C:4]=NCCCN(C)C.Cl.C([C:20]1[CH:28]=[CH:27][C:23]([C:24]([OH:26])=O)=[CH:22][C:21]=1[C:29]([NH:31][C:32]1[CH:37]=[C:36]([C:38]([F:41])([F:40])[F:39])[CH:35]=[C:34]([C:42]([F:45])([F:44])[F:43])[CH:33]=1)=[O:30])C1C=CC=CC=1.Cl.CNC.C(N(CC)CC)C.[O:57]1CCCC1. Product: [F:41][C:38]([F:39])([F:40])[C:36]1[CH:37]=[C:32]([NH:31][C:29](=[O:30])[C:21]2[CH:22]=[C:23]([CH:27]=[CH:28][C:20]=2[OH:57])[C:24]([N:3]([CH3:4])[CH3:2])=[O:26])[CH:33]=[C:34]([C:42]([F:45])([F:44])[F:43])[CH:35]=1. The catalyst class is: 6. (4) Reactant: Br[C:2]1[CH:7]=[CH:6][C:5]([C@H:8]([C:16]2[CH:21]=[CH:20][C:19]([F:22])=[CH:18][C:17]=2[F:23])[NH:9][S@@:10]([C:12]([CH3:15])([CH3:14])[CH3:13])=[O:11])=[CH:4][CH:3]=1.[CH3:24][PH:25]([O-])([O-:29])[O:26][CH2:27][CH3:28].CCN(CC)CC. The catalyst class is: 450. Product: [F:23][C:17]1[CH:18]=[C:19]([F:22])[CH:20]=[CH:21][C:16]=1[C@H:8]([NH:9][S@@:10]([C:12]([CH3:15])([CH3:14])[CH3:13])=[O:11])[C:5]1[CH:6]=[CH:7][C:2]([P:25]([CH3:24])(=[O:29])[O:26][CH2:27][CH3:28])=[CH:3][CH:4]=1.